Dataset: Catalyst prediction with 721,799 reactions and 888 catalyst types from USPTO. Task: Predict which catalyst facilitates the given reaction. (1) Reactant: [N:1]1[N:5]2[CH:6]=[CH:7][CH:8]=[N:9][C:4]2=[C:3]([C:10](Cl)=[O:11])[CH:2]=1.[C:13]([O:17][C:18]([N:20]1[CH2:25][CH2:24][N:23]([C:26]2[CH:30]=[C:29]([NH2:31])[N:28]([C:32]3[CH:37]=[CH:36][C:35]([CH3:38])=[CH:34][N:33]=3)[N:27]=2)[CH2:22][CH2:21]1)=[O:19])([CH3:16])([CH3:15])[CH3:14].O. Product: [CH3:38][C:35]1[CH:36]=[CH:37][C:32]([N:28]2[C:29]([NH:31][C:10]([C:3]3[CH:2]=[N:1][N:5]4[CH:6]=[CH:7][CH:8]=[N:9][C:4]=34)=[O:11])=[CH:30][C:26]([N:23]3[CH2:22][CH2:21][N:20]([C:18]([O:17][C:13]([CH3:16])([CH3:15])[CH3:14])=[O:19])[CH2:25][CH2:24]3)=[N:27]2)=[N:33][CH:34]=1. The catalyst class is: 230. (2) Reactant: [H-].[Na+].[CH2:3]([S:5][C:6]1[C:7]([C:12]([NH:14][C:15]2[CH:20]=[CH:19][C:18]([C:21]([F:24])([F:23])[F:22])=[CH:17][N:16]=2)=[O:13])=[N:8][CH:9]=[CH:10][CH:11]=1)[CH3:4].CI.[C:27](=O)(O)[O-].[Na+]. Product: [CH2:3]([S:5][C:6]1[C:7]([C:12]([N:14]([CH3:27])[C:15]2[CH:20]=[CH:19][C:18]([C:21]([F:23])([F:24])[F:22])=[CH:17][N:16]=2)=[O:13])=[N:8][CH:9]=[CH:10][CH:11]=1)[CH3:4]. The catalyst class is: 90. (3) Reactant: [Cl:1][C:2]1[S:3][C:4]([CH:7]=[N:8][C:9]2[C:14]([C:15]3[CH:20]=[CH:19][CH:18]=[CH:17][CH:16]=3)=[CH:13][CH:12]=[CH:11][N:10]=2)=[CH:5][N:6]=1.[BH4-].[Na+]. Product: [Cl:1][C:2]1[S:3][C:4]([CH2:7][NH:8][C:9]2[C:14]([C:15]3[CH:20]=[CH:19][CH:18]=[CH:17][CH:16]=3)=[CH:13][CH:12]=[CH:11][N:10]=2)=[CH:5][N:6]=1. The catalyst class is: 5.